Dataset: Reaction yield outcomes from USPTO patents with 853,638 reactions. Task: Predict the reaction yield, written as a fraction of the theoretical maximum amount of product (1.0 means a 100% yield; for example, 0.34 means a 34% yield). (1) The reactants are [Cl:1][C:2]1[N:7]=[C:6](Cl)[N:5]=[C:4]([O:9][CH3:10])[N:3]=1.[CH3:11][Zn]C.C1(C)C=CC=CC=1.O. The catalyst is O1CCOCC1. The product is [Cl:1][C:2]1[N:3]=[C:4]([O:9][CH3:10])[N:5]=[C:6]([CH3:11])[N:7]=1. The yield is 0.250. (2) The reactants are COC(=O)[CH2:4][NH:5][C:6](=[O:37])[C:7]1[CH:12]=[C:11]([Cl:13])[C:10]([O:14][C:15]2[CH:20]=[CH:19][N:18]=[CH:17][C:16]=2[C:21]([N:23]2[C:32]3[C:27](=[CH:28][CH:29]=[CH:30][CH:31]=3)[N:26]([CH:33]3[CH2:35][CH2:34]3)[CH2:25][CH2:24]2)=[O:22])=[CH:9][C:8]=1[Cl:36].F[P-](F)(F)(F)(F)F.N1(OC(N(C)C)=[N+](C)C)C2N=CC=CC=2N=N1.C(N(CC)C(C)C)(C)C.NC1[NH:77][N:76]=[N:75][N:74]=1. The catalyst is CN(C)C=O. The product is [Cl:36][C:8]1[CH:9]=[C:10]([O:14][C:15]2[CH:20]=[CH:19][N:18]=[CH:17][C:16]=2[C:21]([N:23]2[C:32]3[C:27](=[CH:28][CH:29]=[CH:30][CH:31]=3)[N:26]([CH:33]3[CH2:35][CH2:34]3)[CH2:25][CH2:24]2)=[O:22])[C:11]([Cl:13])=[CH:12][C:7]=1[C:6]([NH:5][C:4]1[NH:77][N:76]=[N:75][N:74]=1)=[O:37]. The yield is 0.220. (3) The reactants are [C:1]1([CH3:35])[CH:6]=[CH:5][CH:4]=[CH:3][C:2]=1[NH:7][C:8]([NH:10]/[N:11]=[CH:12]/[C:13]1[CH:18]=[CH:17][C:16]([C:19]2[N:23]=[CH:22][N:21]([C:24]3[CH:29]=[CH:28][C:27]([O:30][C:31]([F:34])([F:33])[F:32])=[CH:26][CH:25]=3)[N:20]=2)=[CH:15][CH:14]=1)=[S:9].[CH2:36](N(CC)CC)C.Cl[CH2:44][C:45](=O)[CH3:46].O. The catalyst is CC(=O)CC. The product is [CH3:35][C:1]1[CH:6]=[CH:5][CH:4]=[C:3]([CH3:36])[C:2]=1[N:7]1[C:45]([CH3:46])=[CH:44][S:9]/[C:8]/1=[N:10]/[N:11]=[CH:12]\[C:13]1[CH:14]=[CH:15][C:16]([C:19]2[N:23]=[CH:22][N:21]([C:24]3[CH:29]=[CH:28][C:27]([O:30][C:31]([F:32])([F:33])[F:34])=[CH:26][CH:25]=3)[N:20]=2)=[CH:17][CH:18]=1. The yield is 0.830. (4) The reactants are [CH2:1]1[O:9][C:8]2[CH:7]=[CH:6][C:5]([CH:10]3[C:18]4[C:13](=[CH:14][CH:15]=[CH:16][CH:17]=4)[C:12]([C:19]4[CH:24]=[CH:23][C:22]5[O:25][CH2:26][O:27][C:21]=5[CH:20]=4)=[C:11]3[C:28]([O:30]CC)=[O:29])=[CH:4][C:3]=2[O:2]1.C1OC2C=CC(C3(O)C4C(=CC=CC=4)C(C4C=CC5OCOC=5C=4)=C3C(OCC)=O)=CC=2O1.C([SiH](CC)CC)C.B(F)(F)F.CCOCC. The catalyst is C(Cl)Cl. The product is [CH2:1]1[O:9][C:8]2[CH:7]=[CH:6][C:5]([CH:10]3[C:18]4[C:13](=[CH:14][CH:15]=[CH:16][CH:17]=4)[CH:12]([C:19]4[CH:24]=[CH:23][C:22]5[O:25][CH2:26][O:27][C:21]=5[CH:20]=4)[CH:11]3[C:28]([OH:30])=[O:29])=[CH:4][C:3]=2[O:2]1. The yield is 0.920. (5) The reactants are NC(C)(C)[CH2:3][OH:4].[C:7]([C:10]1[CH:18]=[CH:17][C:13](C(O)=O)=[CH:12][CH:11]=1)(=O)[CH3:8].C(Cl)C[Cl:21].C1C=CC2N(O)N=NC=2C=1.CCN(C(C)C)C(C)C. The catalyst is C(Cl)Cl. The product is [C:3]([Cl:21])(=[O:4])[CH2:8][CH2:7][C:10]1[CH:11]=[CH:12][CH:13]=[CH:17][CH:18]=1. The yield is 0.540. (6) The reactants are [Br:1][C:2]1[CH:3]=[C:4]([N:9]2C(=O)[O:12][N:11]=[C:10]2[C:15]2[C:16]([NH:20][C:21]([C:23]3[NH:27][N:26]=[N:25][N:24]=3)=O)=[N:17][O:18][N:19]=2)[CH:5]=[CH:6][C:7]=1[F:8].P(Cl)(Cl)(Cl)(Cl)Cl.C([BH3-])#N.[Na+]. The catalyst is N1C=CC=CC=1. The product is [Br:1][C:2]1[CH:3]=[C:4]([NH:9][C:10]([C:15]2[C:16]([NH:20][CH2:21][C:23]3[NH:27][N:26]=[N:25][N:24]=3)=[N:17][O:18][N:19]=2)=[N:11][OH:12])[CH:5]=[CH:6][C:7]=1[F:8]. The yield is 0.190. (7) The reactants are [NH2:1][C:2]1[CH:3]=[C:4]([CH:8]=[CH:9][C:10]=1[C:11]([O:13]C)=[O:12])[C:5]([OH:7])=[O:6].O[Li].O. The catalyst is C1COCC1.CO.O. The product is [NH2:1][C:2]1[CH:3]=[C:4]([C:5]([OH:7])=[O:6])[CH:8]=[CH:9][C:10]=1[C:11]([OH:13])=[O:12]. The yield is 0.630.